This data is from NCI-60 drug combinations with 297,098 pairs across 59 cell lines. The task is: Regression. Given two drug SMILES strings and cell line genomic features, predict the synergy score measuring deviation from expected non-interaction effect. (1) Drug 1: CC12CCC3C(C1CCC2=O)CC(=C)C4=CC(=O)C=CC34C. Drug 2: CN(C)N=NC1=C(NC=N1)C(=O)N. Cell line: NCI-H322M. Synergy scores: CSS=29.2, Synergy_ZIP=0.599, Synergy_Bliss=3.33, Synergy_Loewe=-21.0, Synergy_HSA=0.782. (2) Drug 1: CC1OCC2C(O1)C(C(C(O2)OC3C4COC(=O)C4C(C5=CC6=C(C=C35)OCO6)C7=CC(=C(C(=C7)OC)O)OC)O)O. Drug 2: CC12CCC3C(C1CCC2O)C(CC4=C3C=CC(=C4)O)CCCCCCCCCS(=O)CCCC(C(F)(F)F)(F)F. Cell line: 786-0. Synergy scores: CSS=27.8, Synergy_ZIP=3.40, Synergy_Bliss=2.82, Synergy_Loewe=-7.37, Synergy_HSA=1.83. (3) Drug 1: C1=CC=C(C(=C1)C(C2=CC=C(C=C2)Cl)C(Cl)Cl)Cl. Drug 2: N.N.Cl[Pt+2]Cl. Cell line: U251. Synergy scores: CSS=46.8, Synergy_ZIP=-1.10, Synergy_Bliss=2.48, Synergy_Loewe=4.31, Synergy_HSA=4.41. (4) Drug 1: CC1C(C(CC(O1)OC2CC(OC(C2O)C)OC3=CC4=CC5=C(C(=O)C(C(C5)C(C(=O)C(C(C)O)O)OC)OC6CC(C(C(O6)C)O)OC7CC(C(C(O7)C)O)OC8CC(C(C(O8)C)O)(C)O)C(=C4C(=C3C)O)O)O)O. Drug 2: CC1CCCC2(C(O2)CC(NC(=O)CC(C(C(=O)C(C1O)C)(C)C)O)C(=CC3=CSC(=N3)C)C)C. Cell line: MOLT-4. Synergy scores: CSS=78.2, Synergy_ZIP=1.45, Synergy_Bliss=1.05, Synergy_Loewe=-11.9, Synergy_HSA=0.645. (5) Drug 1: C1CCC(C1)C(CC#N)N2C=C(C=N2)C3=C4C=CNC4=NC=N3. Drug 2: CN(CC1=CN=C2C(=N1)C(=NC(=N2)N)N)C3=CC=C(C=C3)C(=O)NC(CCC(=O)O)C(=O)O. Cell line: A498. Synergy scores: CSS=17.9, Synergy_ZIP=-8.66, Synergy_Bliss=-3.14, Synergy_Loewe=-15.4, Synergy_HSA=-3.76. (6) Drug 1: COC1=C(C=C2C(=C1)N=CN=C2NC3=CC(=C(C=C3)F)Cl)OCCCN4CCOCC4. Drug 2: CC1=C(C(=CC=C1)Cl)NC(=O)C2=CN=C(S2)NC3=CC(=NC(=N3)C)N4CCN(CC4)CCO. Cell line: SK-MEL-2. Synergy scores: CSS=-9.07, Synergy_ZIP=6.89, Synergy_Bliss=4.70, Synergy_Loewe=-0.0579, Synergy_HSA=-3.40. (7) Drug 1: CS(=O)(=O)C1=CC(=C(C=C1)C(=O)NC2=CC(=C(C=C2)Cl)C3=CC=CC=N3)Cl. Drug 2: C(CN)CNCCSP(=O)(O)O. Cell line: EKVX. Synergy scores: CSS=3.84, Synergy_ZIP=-1.89, Synergy_Bliss=-2.42, Synergy_Loewe=-17.9, Synergy_HSA=-3.02. (8) Drug 1: CN(C)C1=NC(=NC(=N1)N(C)C)N(C)C. Drug 2: CCC(=C(C1=CC=CC=C1)C2=CC=C(C=C2)OCCN(C)C)C3=CC=CC=C3.C(C(=O)O)C(CC(=O)O)(C(=O)O)O. Cell line: UO-31. Synergy scores: CSS=1.53, Synergy_ZIP=-1.64, Synergy_Bliss=-3.76, Synergy_Loewe=-7.21, Synergy_HSA=-5.32. (9) Drug 1: CN1C(=O)N2C=NC(=C2N=N1)C(=O)N. Drug 2: B(C(CC(C)C)NC(=O)C(CC1=CC=CC=C1)NC(=O)C2=NC=CN=C2)(O)O. Cell line: NCI/ADR-RES. Synergy scores: CSS=32.2, Synergy_ZIP=-0.0172, Synergy_Bliss=-5.16, Synergy_Loewe=-48.9, Synergy_HSA=-5.12. (10) Drug 1: CC1=C(C=C(C=C1)NC2=NC=CC(=N2)N(C)C3=CC4=NN(C(=C4C=C3)C)C)S(=O)(=O)N.Cl. Drug 2: CC1C(C(CC(O1)OC2CC(CC3=C2C(=C4C(=C3O)C(=O)C5=C(C4=O)C(=CC=C5)OC)O)(C(=O)CO)O)N)O.Cl. Cell line: SNB-75. Synergy scores: CSS=66.1, Synergy_ZIP=-2.94, Synergy_Bliss=-1.01, Synergy_Loewe=4.86, Synergy_HSA=5.69.